Task: Predict the reactants needed to synthesize the given product.. Dataset: Full USPTO retrosynthesis dataset with 1.9M reactions from patents (1976-2016) (1) Given the product [CH2:6]([O:13][C@@H:14]1[C@@H:19]([O:20][CH2:21][C:22]2[CH:27]=[CH:26][CH:25]=[CH:24][CH:23]=2)[C@H:18]([O:28][CH2:29][C:30]2[CH:31]=[CH:32][CH:33]=[CH:34][CH:35]=2)[C@@H:17]([CH2:36][O:37][CH2:38][C:39]2[CH:44]=[CH:43][CH:42]=[CH:41][CH:40]=2)[O:16][C@H:15]1[C:45]1[CH:50]=[C:49]([CH2:51][C:52]2[CH:57]=[CH:56][C:55]([O:58][CH2:70][CH2:71][N:72]3[C:73](=[O:82])[C:74]4[C:75](=[CH:78][CH:79]=[CH:80][CH:81]=4)[C:76]3=[O:77])=[CH:54][C:53]=2[CH3:59])[C:48]([CH3:60])=[CH:47][C:46]=1[O:61][CH2:62][C:63]1[CH:64]=[CH:65][CH:66]=[CH:67][CH:68]=1)[C:7]1[CH:12]=[CH:11][CH:10]=[CH:9][CH:8]=1, predict the reactants needed to synthesize it. The reactants are: CN(C)C=O.[CH2:6]([O:13][C@@H:14]1[C@@H:19]([O:20][CH2:21][C:22]2[CH:27]=[CH:26][CH:25]=[CH:24][CH:23]=2)[C@H:18]([O:28][CH2:29][C:30]2[CH:35]=[CH:34][CH:33]=[CH:32][CH:31]=2)[C@@H:17]([CH2:36][O:37][CH2:38][C:39]2[CH:44]=[CH:43][CH:42]=[CH:41][CH:40]=2)[O:16][C@H:15]1[C:45]1[CH:50]=[C:49]([CH2:51][C:52]2[CH:57]=[CH:56][C:55]([OH:58])=[CH:54][C:53]=2[CH3:59])[C:48]([CH3:60])=[CH:47][C:46]=1[O:61][CH2:62][C:63]1[CH:68]=[CH:67][CH:66]=[CH:65][CH:64]=1)[C:7]1[CH:12]=[CH:11][CH:10]=[CH:9][CH:8]=1.Br[CH2:70][CH2:71][N:72]1[C:76](=[O:77])[C:75]2=[CH:78][CH:79]=[CH:80][CH:81]=[C:74]2[C:73]1=[O:82].C(=O)([O-])[O-].[K+].[K+]. (2) Given the product [CH:1](=[O:9])[CH2:2][CH2:3][CH2:4][CH2:5][CH2:6][CH2:7][CH3:8], predict the reactants needed to synthesize it. The reactants are: [CH2:1]([OH:9])[CH2:2][CH2:3][CH2:4][CH2:5][CH2:6][CH2:7][CH3:8].C([O-])(=O)C.[Na+].